From a dataset of Reaction yield outcomes from USPTO patents with 853,638 reactions. Predict the reaction yield, written as a fraction of the theoretical maximum amount of product (1.0 means a 100% yield; for example, 0.34 means a 34% yield). (1) The product is [CH:53]1([NH:43][C:26]2[C:27]3[N:28]([C:30]([C:33]([NH:35][C:36]4[CH:41]=[CH:40][N:39]=[CH:38][C:37]=4[F:42])=[O:34])=[CH:31][N:32]=3)[N:29]=[C:24]([NH:23][C@H:20]3[CH2:21][CH2:22][C@H:17]([NH:16][C:62]([N:56]4[CH2:61][CH2:60][NH:59][CH2:58][CH2:57]4)=[O:63])[CH2:18][CH2:19]3)[CH:25]=2)[CH2:54][CH2:55]1. The catalyst is ClCCl.CN(C1C=CN=CC=1)C. The yield is 0.595. The reactants are C(OC(OC(C)(C)C)=O)(OC(C)(C)C)=O.[NH2:16][C@H:17]1[CH2:22][CH2:21][C@H:20]([NH:23][C:24]2[CH:25]=[C:26]([N:43]([CH:53]3[CH2:55][CH2:54]3)CC3C=CC(OC)=CC=3)[C:27]3[N:28]([C:30]([C:33]([NH:35][C:36]4[CH:41]=[CH:40][N:39]=[CH:38][C:37]=4[F:42])=[O:34])=[CH:31][N:32]=3)[N:29]=2)[CH2:19][CH2:18]1.[N:56]1([C:62](OC(C)(C)C)=[O:63])[CH2:61][CH2:60][NH:59][CH2:58][CH2:57]1.C(O)(C(F)(F)F)=O. (2) The reactants are C([O:3][C:4](=O)[C:5]1[CH:10]=[CH:9][C:8]([N:11]2[C:15]([C:16]([F:19])([F:18])[F:17])=[CH:14][C:13]([C:20]([F:23])([F:22])[F:21])=[N:12]2)=[CH:7][CH:6]=1)C.CC(C[AlH]CC(C)C)C. The catalyst is C1(C)C=CC=CC=1. The product is [F:23][C:20]([F:21])([F:22])[C:13]1[CH:14]=[C:15]([C:16]([F:17])([F:18])[F:19])[N:11]([C:8]2[CH:7]=[CH:6][C:5]([CH2:4][OH:3])=[CH:10][CH:9]=2)[N:12]=1. The yield is 0.948. (3) The reactants are [CH:1]1([CH2:6][CH2:7][C:8]([NH:10][C:11]2[C:16]([CH3:17])=[CH:15][CH:14]=[C:13]([N+:18]([O-])=O)[C:12]=2[CH3:21])=[O:9])[CH2:5][CH2:4][CH2:3][CH2:2]1. The catalyst is CO.C1COCC1.[Ni]. The product is [NH2:18][C:13]1[C:12]([CH3:21])=[C:11]([NH:10][C:8](=[O:9])[CH2:7][CH2:6][CH:1]2[CH2:2][CH2:3][CH2:4][CH2:5]2)[C:16]([CH3:17])=[CH:15][CH:14]=1. The yield is 0.870. (4) The reactants are [CH3:1][O:2][C:3](=[O:23])/[C:4](/[CH2:13][C:14]1[CH:19]=[CH:18][C:17]([C:20](O)=[O:21])=[CH:16][CH:15]=1)=[C:5](/[CH:10]([CH3:12])[CH3:11])\[C:6]([O:8][CH3:9])=[O:7].ON1C2C=CC=CC=2N=N1.Cl.C(N=C=NCCCN(C)C)C.Cl.[C:47]([O:50][CH:51]1[CH2:56][CH2:55][NH:54][CH2:53][CH2:52]1)(=[O:49])[CH3:48].C(N(CC)CC)C. The catalyst is ClCCl.O.CCCCCC.C(OCC)(=O)C. The product is [CH3:1][O:2][C:3](=[O:23])/[C:4](/[CH2:13][C:14]1[CH:19]=[CH:18][C:17]([C:20]([N:54]2[CH2:55][CH2:56][CH:51]([O:50][C:47](=[O:49])[CH3:48])[CH2:52][CH2:53]2)=[O:21])=[CH:16][CH:15]=1)=[C:5](/[CH:10]([CH3:11])[CH3:12])\[C:6]([O:8][CH3:9])=[O:7]. The yield is 0.780. (5) The reactants are C([Li])CCC.[CH3:6][N:7]([CH3:16])[S:8]([N:11]1[CH:15]=[CH:14][N:13]=[CH:12]1)(=[O:10])=[O:9].Cl[Si:18]([CH2:23][CH3:24])([CH2:21][CH3:22])[CH2:19][CH3:20].[Cl:25][C:26]1[CH:51]=[CH:50][C:29]([C:30]([C:32]2[CH:33]=[C:34]3[C:39](=[CH:40][CH:41]=2)[N:38]([CH3:42])[C:37](=[O:43])[CH:36]=[C:35]3[C:44]2[CH:49]=[CH:48][CH:47]=[CH:46][CH:45]=2)=[O:31])=[CH:28][CH:27]=1. The catalyst is O1CCCC1. The product is [Cl:25][C:26]1[CH:27]=[CH:28][C:29]([C:30]([C:32]2[CH:33]=[C:34]3[C:39](=[CH:40][CH:41]=2)[N:38]([CH3:42])[C:37](=[O:43])[CH:36]=[C:35]3[C:44]2[CH:49]=[CH:48][CH:47]=[CH:46][CH:45]=2)([OH:31])[C:14]2[N:13]=[C:12]([Si:18]([CH2:23][CH3:24])([CH2:21][CH3:22])[CH2:19][CH3:20])[N:11]([S:8]([N:7]([CH3:16])[CH3:6])(=[O:9])=[O:10])[CH:15]=2)=[CH:50][CH:51]=1. The yield is 1.00. (6) The reactants are [F:1][C:2]1[CH:7]=[CH:6][C:5]([C:8]2[O:9][C:10]3[CH:20]=[CH:19][C:18]([C:21]4[CH:26]=[C:25]([O:27]C(C)C)[CH:24]=[C:23]([C:31](=[O:37])[NH:32][CH2:33][CH:34]([CH3:36])[CH3:35])[CH:22]=4)=[CH:17][C:11]=3[C:12]=2[C:13]([NH:15][CH3:16])=[O:14])=[CH:4][CH:3]=1.ClB(Cl)Cl.CO. The catalyst is ClCCl. The product is [F:1][C:2]1[CH:3]=[CH:4][C:5]([C:8]2[O:9][C:10]3[CH:20]=[CH:19][C:18]([C:21]4[CH:22]=[C:23]([C:31](=[O:37])[NH:32][CH2:33][CH:34]([CH3:35])[CH3:36])[CH:24]=[C:25]([OH:27])[CH:26]=4)=[CH:17][C:11]=3[C:12]=2[C:13]([NH:15][CH3:16])=[O:14])=[CH:6][CH:7]=1. The yield is 1.00. (7) The reactants are Br[C:2]1[CH:35]=[CH:34][C:5]([NH:6][C:7]2[C:16]3[C:11](=[CH:12][C:13]([O:19][CH2:20][CH:21]4CCN(C(OC(C)(C)C)=O)[CH2:23][CH2:22]4)=[C:14]([O:17][CH3:18])[CH:15]=3)[N:10]=[CH:9][N:8]=2)=[C:4]([F:36])[CH:3]=1.[Cl:37]C1C=CC(N)=C(F)C=1.[CH3:46][CH:47](O)[CH3:48]. No catalyst specified. The product is [ClH:37].[CH2:20]([O:19][C:13]1[CH:12]=[C:11]2[C:16]([C:7]([NH:6][C:5]3[CH:34]=[CH:35][C:2]([Cl:37])=[CH:3][C:4]=3[F:36])=[N:8][CH:9]=[N:10]2)=[CH:15][C:14]=1[O:17][CH3:18])[C:21]1[CH:48]=[CH:47][CH:46]=[CH:23][CH:22]=1. The yield is 0.640. (8) The reactants are Cl.Cl.[NH2:3][CH2:4][C@@:5]1([OH:13])[CH:10]2[CH2:11][CH2:12][N:7]([CH2:8][CH2:9]2)[CH2:6]1.[N:14]1([C:19]2[N:24]=[CH:23][N:22]=[C:21]([N:25]=[C:26](SC)SC)[CH:20]=2)[CH:18]=[CH:17][N:16]=[CH:15]1.C(=O)([O-])[O-].[Cs+].[Cs+]. The catalyst is CN(C=O)C. The product is [N:14]1([C:19]2[N:24]=[CH:23][N:22]=[C:21]([NH:25][C:26]3[O:13][C@:5]4([CH2:4][N:3]=3)[CH:10]3[CH2:9][CH2:8][N:7]([CH2:12][CH2:11]3)[CH2:6]4)[CH:20]=2)[CH:18]=[CH:17][N:16]=[CH:15]1. The yield is 0.830. (9) The reactants are [CH2:1]([O:3][C:4]([C:6]1[CH:10]=[CH:9][NH:8][N:7]=1)=[O:5])[CH3:2].[I:11]I. The catalyst is C(#N)C. The product is [CH2:1]([O:3][C:4]([C:6]1[C:10]([I:11])=[CH:9][NH:8][N:7]=1)=[O:5])[CH3:2]. The yield is 0.390.